This data is from Catalyst prediction with 721,799 reactions and 888 catalyst types from USPTO. The task is: Predict which catalyst facilitates the given reaction. (1) Reactant: [F:1][C:2]([F:12])([F:11])[C:3]1[CH:10]=[CH:9][C:6]([CH:7]=O)=[CH:5][CH:4]=1.S(=O)(O)[O-].[Na+].[C-:18]#[N:19].[Na+].[CH2:21]([NH:28][CH2:29][CH2:30][OH:31])[C:22]1[CH:27]=[CH:26][CH:25]=[CH:24][CH:23]=1. Product: [CH2:21]([N:28]([CH:7]([C:6]1[CH:9]=[CH:10][C:3]([C:2]([F:12])([F:11])[F:1])=[CH:4][CH:5]=1)[C:18]#[N:19])[CH2:29][CH2:30][OH:31])[C:22]1[CH:27]=[CH:26][CH:25]=[CH:24][CH:23]=1. The catalyst class is: 72. (2) Reactant: [Li]CCCC.CC1(C)CCCC(C)(C)N1.[N:16]1[CH:21]=[CH:20][N:19]=[CH:18][CH:17]=1.[F:22][C:23]1[CH:56]=[CH:55][CH:54]=[C:53]([F:57])[C:24]=1[C:25]([C:27]1[C:35]2[N:34]=[C:33]([O:36]CC)[N:32](C(OC(C)(C)C)=O)[C:31]=2[CH:30]=[C:29]([C:46]2[C:47]([CH3:52])=[N:48][O:49][C:50]=2[CH3:51])[CH:28]=1)=[O:26]. Product: [F:22][C:23]1[CH:56]=[CH:55][CH:54]=[C:53]([F:57])[C:24]=1[C:25]([OH:26])([C:17]1[CH:18]=[N:19][CH:20]=[CH:21][N:16]=1)[C:27]1[C:35]2[NH:34][C:33](=[O:36])[NH:32][C:31]=2[CH:30]=[C:29]([C:46]2[C:47]([CH3:52])=[N:48][O:49][C:50]=2[CH3:51])[CH:28]=1. The catalyst class is: 1. (3) Reactant: [NH2:1][CH:2]([P:6](=[O:9])([OH:8])[OH:7])[CH:3]([CH3:5])[CH3:4].[OH-].[Na+].[C:12]1([CH2:18][CH2:19][C:20](Cl)=[O:21])[CH:17]=[CH:16][CH:15]=[CH:14][CH:13]=1. Product: [CH3:4][CH:3]([CH3:5])[CH:2]([P:6](=[O:8])([OH:7])[OH:9])[NH:1][C:20](=[O:21])[CH2:19][CH2:18][C:12]1[CH:17]=[CH:16][CH:15]=[CH:14][CH:13]=1. The catalyst class is: 6. (4) Reactant: [ClH:1].Cl.[C:3]1([NH2:11])[C:4]([NH2:10])=[CH:5][C:6]([NH2:9])=[CH:7][CH:8]=1.[OH:12][C:13]1[CH:14]=[C:15]([C:20]([C:22]([C:24]2[CH:29]=[CH:28][C:27]([OH:30])=[C:26]([OH:31])[CH:25]=2)=O)=O)[CH:16]=[CH:17][C:18]=1[OH:19].C(OCC)C. Product: [ClH:1].[ClH:1].[OH:12][C:13]1[CH:14]=[C:15]([C:20]2[C:22]([C:24]3[CH:29]=[CH:28][C:27]([OH:30])=[C:26]([OH:31])[CH:25]=3)=[N:10][C:4]3[C:3](=[CH:8][CH:7]=[C:6]([NH2:9])[CH:5]=3)[N:11]=2)[CH:16]=[CH:17][C:18]=1[OH:19]. The catalyst class is: 5. (5) The catalyst class is: 152. Product: [NH:1]1[C:2]2[C:3](=[CH:4][CH:5]=[CH:6][CH:7]=2)[CH:9]=[N:22]1. Reactant: [NH2:1][C:2]1[C:3]([CH3:9])=[CH:4][C:5](O)=[CH:6][CH:7]=1.ClC1C=CC=CC=1.C([O-])(=O)C.[K+].[N+:22]([O-])(OCCC(C)C)=O.